From a dataset of Catalyst prediction with 721,799 reactions and 888 catalyst types from USPTO. Predict which catalyst facilitates the given reaction. (1) Reactant: [NH2:1][C:2]1[C:3]([C:9]([NH:11][CH3:12])=[O:10])=[N:4][C:5](Br)=[CH:6][N:7]=1.CN(C)C=O.ClCCl.[NH2:21][C:22]1[CH:23]=[C:24](B(O)O)[CH:25]=[CH:26][CH:27]=1.C(N(CC)CC)C. Product: [NH2:1][C:2]1[C:3]([C:9]([NH:11][CH3:12])=[O:10])=[N:4][C:5]([C:26]2[CH:25]=[CH:24][CH:23]=[C:22]([NH2:21])[CH:27]=2)=[CH:6][N:7]=1. The catalyst class is: 33. (2) Reactant: [Cl-].O[NH3+:3].[C:4](=[O:7])([O-])[OH:5].[Na+].CS(C)=O.[CH2:13]([C:15]1[N:16]=[C:17]([CH2:48][CH2:49][CH3:50])[N:18]([CH2:33][C:34]2[CH:39]=[CH:38][C:37]([C:40]3[C:41]([C:46]#[N:47])=[CH:42][CH:43]=[CH:44][CH:45]=3)=[CH:36][CH:35]=2)[C:19](=[O:32])[C:20]=1[C:21]1[CH:26]=[CH:25][C:24]([O:27][C:28]([F:31])([F:30])[F:29])=[CH:23][CH:22]=1)[CH3:14]. Product: [CH2:13]([C:15]1[N:16]=[C:17]([CH2:48][CH2:49][CH3:50])[N:18]([CH2:33][C:34]2[CH:39]=[CH:38][C:37]([C:40]3[CH:45]=[CH:44][CH:43]=[CH:42][C:41]=3[C:46]3[NH:3][C:4](=[O:7])[O:5][N:47]=3)=[CH:36][CH:35]=2)[C:19](=[O:32])[C:20]=1[C:21]1[CH:22]=[CH:23][C:24]([O:27][C:28]([F:30])([F:29])[F:31])=[CH:25][CH:26]=1)[CH3:14]. The catalyst class is: 6. (3) Reactant: C(NC(C)C)(C)C.C([Li])CCC.[C:13]1([CH3:33])[CH:18]=[C:17]([CH3:19])[CH:16]=[C:15]([CH3:20])[C:14]=1[C:21]1[N:26]=[C:25]([CH2:27][C:28](=[O:32])[CH2:29][CH2:30][CH3:31])[CH:24]=[CH:23][CH:22]=1.[CH3:34][CH2:35][O:36][CH:37]=[C:38]([C:44]([O:46][CH2:47][CH3:48])=[O:45])[C:39]([O:41][CH2:42][CH3:43])=[O:40]. Product: [CH2:35]([O:36][CH:37]([CH:38]([C:39]([O:41][CH2:42][CH3:43])=[O:40])[C:44]([O:46][CH2:47][CH3:48])=[O:45])[CH:27]([C:25]1[CH:24]=[CH:23][CH:22]=[C:21]([C:14]2[C:15]([CH3:20])=[CH:16][C:17]([CH3:19])=[CH:18][C:13]=2[CH3:33])[N:26]=1)[C:28](=[O:32])[CH2:29][CH2:30][CH3:31])[CH3:34]. The catalyst class is: 7. (4) Reactant: O[C:2]1[C:11]2[C:6](=[CH:7][CH:8]=[CH:9][C:10]=2[C:12]2[CH:17]=[CH:16][CH:15]=[CH:14][CH:13]=2)[C:5]([C:18]2[CH:19]=[N:20][CH:21]=[C:22]([CH:28]=2)[C:23]([O:25][CH2:26][CH3:27])=[O:24])=[N:4][N:3]=1.O=P(Cl)(Cl)[Cl:31].CN(C)C1C=CC=CC=1. Product: [Cl:31][C:2]1[C:11]2[C:6](=[CH:7][CH:8]=[CH:9][C:10]=2[C:12]2[CH:17]=[CH:16][CH:15]=[CH:14][CH:13]=2)[C:5]([C:18]2[CH:19]=[N:20][CH:21]=[C:22]([CH:28]=2)[C:23]([O:25][CH2:26][CH3:27])=[O:24])=[N:4][N:3]=1. The catalyst class is: 11. (5) Reactant: F[C:2]1[C:3]([C:18]2[CH:23]=[CH:22][CH:21]=[CH:20][CH:19]=2)=[C:4]([CH3:17])[C:5]([C:15]#[N:16])=[C:6]2[C:10]=1[O:9][C:8]([C:11]([OH:14])([CH3:13])[CH3:12])=[N:7]2.C(N(CC)CC)C.[CH3:31][N:32]([CH3:38])[C@H:33]1[CH2:37][CH2:36][NH:35][CH2:34]1.C(OCC)(=O)C. Product: [CH3:31][N:32]([CH3:38])[C@H:33]1[CH2:37][CH2:36][N:35]([C:2]2[C:3]([C:18]3[CH:23]=[CH:22][CH:21]=[CH:20][CH:19]=3)=[C:4]([CH3:17])[C:5]([C:15]#[N:16])=[C:6]3[C:10]=2[O:9][C:8]([C:11]([OH:14])([CH3:13])[CH3:12])=[N:7]3)[CH2:34]1. The catalyst class is: 550.